This data is from Forward reaction prediction with 1.9M reactions from USPTO patents (1976-2016). The task is: Predict the product of the given reaction. (1) Given the reactants Br[C:2]1[N:7]=[CH:6][C:5]([CH:8]2[C:17]3[C:12](=[CH:13][C:14]([O:18][CH2:19][CH2:20][CH2:21][N:22]4[CH2:27][CH2:26][CH:25]([F:28])[CH2:24][CH2:23]4)=[CH:15][CH:16]=3)[CH2:11][N:10]([CH3:29])[CH2:9]2)=[CH:4][CH:3]=1.[CH3:30][O-:31].[Na+], predict the reaction product. The product is: [F:28][CH:25]1[CH2:26][CH2:27][N:22]([CH2:21][CH2:20][CH2:19][O:18][C:14]2[CH:13]=[C:12]3[C:17]([CH:8]([C:5]4[CH:6]=[N:7][C:2]([O:31][CH3:30])=[CH:3][CH:4]=4)[CH2:9][N:10]([CH3:29])[CH2:11]3)=[CH:16][CH:15]=2)[CH2:23][CH2:24]1. (2) Given the reactants C(N(C(C)C)CC)(C)C.FC(F)(F)C(O)=O.[CH3:17][O:18][C:19](=[O:38])[CH2:20][C:21]1[CH:30]=[C:29]([CH:31]2[CH2:36][CH2:35][NH:34][CH2:33][CH2:32]2)[C:28]2[C:23](=[CH:24][CH:25]=[C:26]([F:37])[CH:27]=2)[CH:22]=1.[Cl:39][C:40]1[CH:45]=[C:44]([Cl:46])[CH:43]=[CH:42][C:41]=1[S:47](Cl)(=[O:49])=[O:48], predict the reaction product. The product is: [CH3:17][O:18][C:19](=[O:38])[CH2:20][C:21]1[CH:30]=[C:29]([CH:31]2[CH2:36][CH2:35][N:34]([S:47]([C:41]3[CH:42]=[CH:43][C:44]([Cl:46])=[CH:45][C:40]=3[Cl:39])(=[O:49])=[O:48])[CH2:33][CH2:32]2)[C:28]2[C:23](=[CH:24][CH:25]=[C:26]([F:37])[CH:27]=2)[CH:22]=1. (3) Given the reactants [C:1]([O:9][CH2:10][C:11]([NH2:13])=[S:12])(=[O:8])[C:2]1[CH:7]=[CH:6][CH:5]=[CH:4][CH:3]=1.[Cl:14][CH2:15][C:16](=O)[CH2:17]Cl, predict the reaction product. The product is: [C:1]([O:9][CH2:10][C:11]1[S:12][CH:17]=[C:16]([CH2:15][Cl:14])[N:13]=1)(=[O:8])[C:2]1[CH:7]=[CH:6][CH:5]=[CH:4][CH:3]=1. (4) Given the reactants [NH2:1][C:2]1[N:10]=[C:9]([O:11][CH2:12][CH2:13][CH2:14][CH3:15])[N:8]=[C:7]2[C:3]=1[N:4]=[C:5]([O:46]C)[N:6]2[CH2:16][C:17]1[CH:45]=[CH:44][C:20]([CH2:21][N:22]2[CH2:27][CH2:26][CH:25]([N:28]([CH3:43])[CH2:29][CH2:30][O:31][C:32]3[CH:33]=[C:34]([CH2:38][C:39]([O:41][CH3:42])=[O:40])[CH:35]=[CH:36][CH:37]=3)[CH2:24][CH2:23]2)=[CH:19][CH:18]=1.Cl.CO, predict the reaction product. The product is: [NH2:1][C:2]1[N:10]=[C:9]([O:11][CH2:12][CH2:13][CH2:14][CH3:15])[N:8]=[C:7]2[C:3]=1[NH:4][C:5](=[O:46])[N:6]2[CH2:16][C:17]1[CH:18]=[CH:19][C:20]([CH2:21][N:22]2[CH2:23][CH2:24][CH:25]([N:28]([CH3:43])[CH2:29][CH2:30][O:31][C:32]3[CH:33]=[C:34]([CH2:38][C:39]([O:41][CH3:42])=[O:40])[CH:35]=[CH:36][CH:37]=3)[CH2:26][CH2:27]2)=[CH:44][CH:45]=1. (5) Given the reactants C(OC([N:8]1[CH2:20][C@@H:19]([CH3:21])[N:18]2[C@H:10]([CH2:11][C:12]3[C:17]2=[N:16][CH:15]=[C:14]([F:22])[C:13]=3[CH2:23][OH:24])[CH2:9]1)=O)(C)(C)C.Cl, predict the reaction product. The product is: [F:22][C:14]1[C:13]([CH2:23][OH:24])=[C:12]2[C:17]([N:18]3[C@H:10]([CH2:11]2)[CH2:9][NH:8][CH2:20][C@H:19]3[CH3:21])=[N:16][CH:15]=1.